Dataset: Catalyst prediction with 721,799 reactions and 888 catalyst types from USPTO. Task: Predict which catalyst facilitates the given reaction. (1) Reactant: Br[C:2]1[CH:11]=[CH:10][CH:9]=[C:8]2[C:3]=1[C:4](=[O:28])[N:5]([C:22]1[CH:27]=[CH:26][CH:25]=[CH:24][CH:23]=1)[C:6]([C@@H:12]([NH:14][C:15](=[O:21])[O:16][C:17]([CH3:20])([CH3:19])[CH3:18])[CH3:13])=[N:7]2.CCN(C(C)C)C(C)C.[CH2:38]([CH:41]1[CH2:46][CH2:45][CH2:44][CH2:43][CH2:42]1)[CH:39]=[CH2:40].CCOC(C)=O. Product: [CH:41]1([CH2:38]/[CH:39]=[CH:40]/[C:2]2[CH:11]=[CH:10][CH:9]=[C:8]3[C:3]=2[C:4](=[O:28])[N:5]([C:22]2[CH:27]=[CH:26][CH:25]=[CH:24][CH:23]=2)[C:6]([C@@H:12]([NH:14][C:15](=[O:21])[O:16][C:17]([CH3:20])([CH3:19])[CH3:18])[CH3:13])=[N:7]3)[CH2:46][CH2:45][CH2:44][CH2:43][CH2:42]1. The catalyst class is: 3. (2) Product: [NH2:1][C:2]1[CH:3]=[C:4]([CH:8]=[CH:9][C:10]=1[CH3:11])[C:5]([N:28]([O:29][CH3:30])[CH3:27])=[O:6]. The catalyst class is: 31. Reactant: [NH2:1][C:2]1[CH:3]=[C:4]([CH:8]=[CH:9][C:10]=1[CH3:11])[C:5](O)=[O:6].C(Cl)CCl.C1C=CC2N(O)N=NC=2C=1.Cl.[CH3:27][NH:28][O:29][CH3:30]. (3) Reactant: Br[CH:2]1[CH2:28][O:27][C:5]2=[CH:6][CH:7]=[C:8]3[C:12]([N:11]([CH2:13][C@@H:14]([NH:16][C:17](=[O:26])[O:18][CH2:19][C:20]4[CH:25]=[CH:24][CH:23]=[CH:22][CH:21]=4)[CH3:15])[N:10]=[CH:9]3)=[C:4]2[CH:3]1[OH:29].[OH-:30].[Na+].[CH3:32]O. Product: [OH:30][CH:2]1[CH2:28][O:27][C:5]2=[CH:6][CH:7]=[C:8]3[C:12]([N:11]([CH2:13][C@@H:14]([NH:16][C:17](=[O:26])[O:18][CH2:19][C:20]4[CH:25]=[CH:24][CH:23]=[CH:22][CH:21]=4)[CH3:15])[N:10]=[CH:9]3)=[C:4]2[CH:3]1[O:29][CH3:32]. The catalyst class is: 7. (4) Reactant: [Si]([O:8][C@@H:9]1[C@@:38]2([CH3:39])[C:13](=[CH:14][CH:15]=[C:16]3[C@@H:37]2[CH2:36][CH2:35][C@@:34]2([CH3:40])[C@H:17]3[CH2:18][CH2:19][C@@H:20]2[C@@H:21]([O:23][CH:24]([C:27]([O:29][CH:30]([CH3:33])[CH2:31][CH3:32])=[O:28])[CH2:25][CH3:26])[CH3:22])[CH2:12][C@@H:11]([O:41][Si](C(C)(C)C)(C)C)[CH2:10]1)(C(C)(C)C)(C)C.O1CCCC1.[F-].C([N+](CCCC)(CCCC)CCCC)CCC.C(O)(=O)C. Product: [OH:8][C@@H:9]1[C@@:38]2([CH3:39])[C:13](=[CH:14][CH:15]=[C:16]3[C@@H:37]2[CH2:36][CH2:35][C@@:34]2([CH3:40])[C@H:17]3[CH2:18][CH2:19][C@@H:20]2[C@@H:21]([O:23][CH:24]([C:27]([O:29][CH:30]([CH3:33])[CH2:31][CH3:32])=[O:28])[CH2:25][CH3:26])[CH3:22])[CH2:12][C@@H:11]([OH:41])[CH2:10]1. The catalyst class is: 13.